This data is from NCI-60 drug combinations with 297,098 pairs across 59 cell lines. The task is: Regression. Given two drug SMILES strings and cell line genomic features, predict the synergy score measuring deviation from expected non-interaction effect. Drug 1: C1=CC(=CC=C1C#N)C(C2=CC=C(C=C2)C#N)N3C=NC=N3. Drug 2: C1=NC2=C(N1)C(=S)N=CN2. Cell line: K-562. Synergy scores: CSS=32.3, Synergy_ZIP=1.25, Synergy_Bliss=2.51, Synergy_Loewe=-20.0, Synergy_HSA=-0.264.